Dataset: Reaction yield outcomes from USPTO patents with 853,638 reactions. Task: Predict the reaction yield, written as a fraction of the theoretical maximum amount of product (1.0 means a 100% yield; for example, 0.34 means a 34% yield). (1) The reactants are [CH2:1]([N:5]1[C:14](=[O:15])[C:13]2[N:12]=[CH:11][CH:10]=[CH:9][C:8]=2[C:7]([C:16]2[CH:21]=[CH:20][CH:19]=[CH:18][CH:17]=2)=[C:6]1[C:22]#[N:23])[CH:2]([CH3:4])[CH3:3].N.[C:25](O[C:25]([O:27][C:28]([CH3:31])([CH3:30])[CH3:29])=[O:26])([O:27][C:28]([CH3:31])([CH3:30])[CH3:29])=[O:26].O. The catalyst is O1CCCC1.[Co]. The product is [CH2:1]([N:5]1[C:14](=[O:15])[C:13]2[N:12]=[CH:11][CH:10]=[CH:9][C:8]=2[C:7]([C:16]2[CH:21]=[CH:20][CH:19]=[CH:18][CH:17]=2)=[C:6]1[CH2:22][NH:23][C:25](=[O:26])[O:27][C:28]([CH3:31])([CH3:30])[CH3:29])[CH:2]([CH3:4])[CH3:3]. The yield is 0.0640. (2) The reactants are N(C(OC(C)C)=O)=N[C:3](OC(C)C)=O.[F:15][C:16]([F:58])([F:57])[C:17]1[CH:18]=[C:19]([CH:50]=[C:51]([C:53]([F:56])([F:55])[F:54])[CH:52]=1)[CH2:20][N:21]([C:45]1[N:46]=[N:47][NH:48][N:49]=1)[C@H:22]1[CH2:28][CH2:27][CH2:26][N:25]([C:29]([O:31][C:32]([CH3:35])([CH3:34])[CH3:33])=[O:30])[C:24]2[CH:36]=[C:37]([C:41]([F:44])([F:43])[F:42])[C:38]([CH3:40])=[CH:39][C:23]1=2.C1(P(C2C=CC=CC=2)C2C=CC=CC=2)C=CC=CC=1.CO. The catalyst is C1(C)C=CC=CC=1. The product is [F:54][C:53]([F:56])([F:55])[C:51]1[CH:50]=[C:19]([CH:18]=[C:17]([C:16]([F:57])([F:15])[F:58])[CH:52]=1)[CH2:20][N:21]([C:45]1[N:46]=[N:47][N:48]([CH3:3])[N:49]=1)[C@H:22]1[CH2:28][CH2:27][CH2:26][N:25]([C:29]([O:31][C:32]([CH3:34])([CH3:35])[CH3:33])=[O:30])[C:24]2[CH:36]=[C:37]([C:41]([F:42])([F:43])[F:44])[C:38]([CH3:40])=[CH:39][C:23]1=2. The yield is 0.950.